This data is from Full USPTO retrosynthesis dataset with 1.9M reactions from patents (1976-2016). The task is: Predict the reactants needed to synthesize the given product. Given the product [CH2:19]([O:18][C:16]([C:12]1[CH:13]=[N:14][N:15]2[C:4]([OH:3])=[C:5]([C:6]([OH:7])=[O:8])[CH:9]=[N:10][C:11]=12)=[O:17])[CH3:20], predict the reactants needed to synthesize it. The reactants are: CC1(C)[O:7][C:6](=[O:8])[C:5](=[CH:9][NH:10][C:11]2[NH:15][N:14]=[CH:13][C:12]=2[C:16]([O:18][CH2:19][CH3:20])=[O:17])[C:4](=O)[O:3]1.C(N(CC)CC)C.FC(F)(F)S(O[Si](C)(C)C)(=O)=O.C(O)C.